This data is from Peptide-MHC class I binding affinity with 185,985 pairs from IEDB/IMGT. The task is: Regression. Given a peptide amino acid sequence and an MHC pseudo amino acid sequence, predict their binding affinity value. This is MHC class I binding data. (1) The peptide sequence is IAGLKIEEI. The MHC is HLA-A68:02 with pseudo-sequence HLA-A68:02. The binding affinity (normalized) is 0.0554. (2) The MHC is HLA-B44:03 with pseudo-sequence HLA-B44:03. The peptide sequence is KIQNFRVYY. The binding affinity (normalized) is 0.0302. (3) The peptide sequence is YPGNTFVNF. The MHC is HLA-B53:01 with pseudo-sequence HLA-B53:01. The binding affinity (normalized) is 1.00. (4) The peptide sequence is IPSSWAFGK. The MHC is HLA-A02:06 with pseudo-sequence HLA-A02:06. The binding affinity (normalized) is 0.